Dataset: NCI-60 drug combinations with 297,098 pairs across 59 cell lines. Task: Regression. Given two drug SMILES strings and cell line genomic features, predict the synergy score measuring deviation from expected non-interaction effect. (1) Drug 1: C1CNP(=O)(OC1)N(CCCl)CCCl. Drug 2: CCC1(C2=C(COC1=O)C(=O)N3CC4=CC5=C(C=CC(=C5CN(C)C)O)N=C4C3=C2)O.Cl. Cell line: OVCAR-8. Synergy scores: CSS=-1.12, Synergy_ZIP=-12.7, Synergy_Bliss=-25.3, Synergy_Loewe=-46.2, Synergy_HSA=-26.4. (2) Drug 1: CC12CCC3C(C1CCC2=O)CC(=C)C4=CC(=O)C=CC34C. Drug 2: COC1=CC(=CC(=C1O)OC)C2C3C(COC3=O)C(C4=CC5=C(C=C24)OCO5)OC6C(C(C7C(O6)COC(O7)C8=CC=CS8)O)O. Cell line: LOX IMVI. Synergy scores: CSS=69.6, Synergy_ZIP=13.4, Synergy_Bliss=13.6, Synergy_Loewe=15.6, Synergy_HSA=16.4. (3) Drug 1: CN1CCC(CC1)COC2=C(C=C3C(=C2)N=CN=C3NC4=C(C=C(C=C4)Br)F)OC. Drug 2: C1=NC(=NC(=O)N1C2C(C(C(O2)CO)O)O)N. Cell line: MDA-MB-435. Synergy scores: CSS=6.35, Synergy_ZIP=3.14, Synergy_Bliss=10.7, Synergy_Loewe=5.07, Synergy_HSA=5.94. (4) Drug 1: CC12CCC(CC1=CCC3C2CCC4(C3CC=C4C5=CN=CC=C5)C)O. Drug 2: C1=CN(C(=O)N=C1N)C2C(C(C(O2)CO)O)O.Cl. Cell line: DU-145. Synergy scores: CSS=28.5, Synergy_ZIP=-5.81, Synergy_Bliss=1.76, Synergy_Loewe=-42.7, Synergy_HSA=0.997. (5) Drug 1: CCCS(=O)(=O)NC1=C(C(=C(C=C1)F)C(=O)C2=CNC3=C2C=C(C=N3)C4=CC=C(C=C4)Cl)F. Drug 2: C1C(C(OC1N2C=NC(=NC2=O)N)CO)O. Cell line: UACC-257. Synergy scores: CSS=42.7, Synergy_ZIP=-0.0870, Synergy_Bliss=2.67, Synergy_Loewe=-7.34, Synergy_HSA=0.117.